This data is from Retrosynthesis with 50K atom-mapped reactions and 10 reaction types from USPTO. The task is: Predict the reactants needed to synthesize the given product. (1) Given the product Fc1cccc(Nc2nc(-c3ccc(Br)cc3)cs2)c1, predict the reactants needed to synthesize it. The reactants are: NC(=S)Nc1cccc(F)c1.O=C(CBr)c1ccc(Br)cc1. (2) Given the product CCCNC1Cc2cccc3ncn(c23)C1, predict the reactants needed to synthesize it. The reactants are: CCC=O.NC1Cc2cccc3ncn(c23)C1.